Dataset: Full USPTO retrosynthesis dataset with 1.9M reactions from patents (1976-2016). Task: Predict the reactants needed to synthesize the given product. (1) The reactants are: [F:1][C:2]([F:16])([F:15])[C:3]1[CH:10]=[CH:9][C:8]([C:11]([F:14])([F:13])[F:12])=[CH:7][C:4]=1[CH:5]=O.[C:17]([S:21]([NH2:23])=[O:22])([CH3:20])([CH3:19])[CH3:18]. Given the product [F:1][C:2]([F:16])([F:15])[C:3]1[CH:10]=[CH:9][C:8]([C:11]([F:14])([F:13])[F:12])=[CH:7][C:4]=1/[CH:5]=[N:23]/[S:21]([C:17]([CH3:20])([CH3:19])[CH3:18])=[O:22], predict the reactants needed to synthesize it. (2) The reactants are: [F:1][C:2]1([F:40])[CH2:7][CH2:6][CH:5]([C@H:8]([NH:33][C:34](=[O:39])[C@H:35]([CH3:38])[NH:36][CH3:37])[C:9]([N:11]2[C@H:16]([C:17]([NH:19][C@H:20]3[C:29]4[C:24](=[CH:25][CH:26]=[CH:27][CH:28]=4)[O:23][CH2:22][CH2:21]3)=[O:18])[CH2:15][N:14]3[CH2:30][CH2:31][CH2:32][C@@H:13]3[CH2:12]2)=[O:10])[CH2:4][CH2:3]1.C(OCC)(=O)C.[ClH:47]. Given the product [ClH:47].[ClH:47].[F:40][C:2]1([F:1])[CH2:7][CH2:6][CH:5]([C@H:8]([NH:33][C:34](=[O:39])[C@H:35]([CH3:38])[NH:36][CH3:37])[C:9]([N:11]2[C@H:16]([C:17]([NH:19][C@H:20]3[C:29]4[C:24](=[CH:25][CH:26]=[CH:27][CH:28]=4)[O:23][CH2:22][CH2:21]3)=[O:18])[CH2:15][N:14]3[CH2:30][CH2:31][CH2:32][C@@H:13]3[CH2:12]2)=[O:10])[CH2:4][CH2:3]1, predict the reactants needed to synthesize it. (3) Given the product [CH3:1][O:2][C:3]1[CH:41]=[CH:40][C:6]([CH2:7][NH:8][C:9]2[C:18](/[CH:19]=[C:20](\[CH3:30])/[C:21]([NH:23][CH2:24][CH2:25][C:26]([CH3:27])([CH3:28])[CH3:29])=[O:22])=[CH:17][C:16]3[C:11](=[CH:12][CH:13]=[C:14]([C:48]4[C:53]([CH3:54])=[CH:52][CH:51]=[CH:50][N:49]=4)[CH:15]=3)[N:10]=2)=[CH:5][CH:4]=1, predict the reactants needed to synthesize it. The reactants are: [CH3:1][O:2][C:3]1[CH:41]=[CH:40][C:6]([CH2:7][NH:8][C:9]2[C:18](/[CH:19]=[C:20](\[CH3:30])/[C:21]([NH:23][CH2:24][CH2:25][C:26]([CH3:29])([CH3:28])[CH3:27])=[O:22])=[CH:17][C:16]3[C:11](=[CH:12][CH:13]=[C:14](B4OC(C)(C)C(C)(C)O4)[CH:15]=3)[N:10]=2)=[CH:5][CH:4]=1.C([O-])(=O)C.[K+].Br[C:48]1[C:53]([CH3:54])=[CH:52][CH:51]=[CH:50][N:49]=1. (4) Given the product [O:49]1[C:50]2[CH:56]=[CH:55][CH:54]=[CH:53][C:51]=2[N:52]=[C:5]1[N:4]1[CH2:3][CH2:2][N:1]([C:8]2[N:13]=[CH:12][C:11]([NH:14][C:15]([C:17]3[O:21][C:20]([N:22]4[CH2:23][CH2:24][CH:25]([C:28]5[CH:29]=[CH:30][CH:31]=[CH:32][CH:33]=5)[CH2:26][CH2:27]4)=[N:19][C:18]=3[C:34]([F:36])([F:35])[F:37])=[O:16])=[CH:10][CH:9]=2)[CH2:7][CH2:6]1, predict the reactants needed to synthesize it. The reactants are: [N:1]1([C:8]2[N:13]=[CH:12][C:11]([NH:14][C:15]([C:17]3[O:21][C:20]([N:22]4[CH2:27][CH2:26][CH:25]([C:28]5[CH:33]=[CH:32][CH:31]=[CH:30][CH:29]=5)[CH2:24][CH2:23]4)=[N:19][C:18]=3[C:34]([F:37])([F:36])[F:35])=[O:16])=[CH:10][CH:9]=2)[CH2:7][CH2:6][CH2:5][NH:4][CH2:3][CH2:2]1.CCN(C(C)C)C(C)C.ClC1[O:49][C:50]2[CH:56]=[CH:55][CH:54]=[CH:53][C:51]=2[N:52]=1. (5) Given the product [C:5]1([C:11]2([C:18]3[CH:27]=[C:26]([O:28][CH2:29][C:30]4[CH:39]=[CH:38][C:37]5[C:32](=[CH:33][CH:34]=[CH:35][CH:36]=5)[N:31]=4)[CH:25]=[CH:24][C:19]=3[C:20]3[O:21][CH:1]=[N:23][N:22]=3)[CH2:16][CH:15]3[CH2:17][CH:12]2[CH2:13][CH2:14]3)[CH:6]=[CH:7][CH:8]=[CH:9][CH:10]=1, predict the reactants needed to synthesize it. The reactants are: [C:1](Cl)(Cl)=O.[C:5]1([C:11]2([C:18]3[CH:27]=[C:26]([O:28][CH2:29][C:30]4[CH:39]=[CH:38][C:37]5[C:32](=[CH:33][CH:34]=[CH:35][CH:36]=5)[N:31]=4)[CH:25]=[CH:24][C:19]=3[C:20]([NH:22][NH2:23])=[O:21])[CH2:16][CH:15]3[CH2:17][CH:12]2[CH2:13][CH2:14]3)[CH:10]=[CH:9][CH:8]=[CH:7][CH:6]=1.C(=O)(O)[O-].[Na+].